Dataset: Full USPTO retrosynthesis dataset with 1.9M reactions from patents (1976-2016). Task: Predict the reactants needed to synthesize the given product. (1) Given the product [Cl:42][C:43]1[CH:55]=[C:54]([Cl:56])[CH:53]=[CH:52][C:44]=1[O:45][CH:46]1[CH2:47][CH2:48][N:49]([S:34]([C:33]2[C:29]([CH2:27][CH3:28])=[N:30][N:31]([CH3:40])[C:32]=2[CH2:38][CH3:39])(=[O:36])=[O:35])[CH2:50][CH2:51]1, predict the reactants needed to synthesize it. The reactants are: ClC1C=C(C=CC=1Cl)OC1CCN(S(C2C(C)=NN(C)C=2C)(=O)=O)CC1.[CH2:27]([C:29]1[C:33]([S:34](Cl)(=[O:36])=[O:35])=[C:32]([CH2:38][CH3:39])[N:31]([CH3:40])[N:30]=1)[CH3:28].Cl.[Cl:42][C:43]1[CH:55]=[C:54]([Cl:56])[CH:53]=[CH:52][C:44]=1[O:45][CH:46]1[CH2:51][CH2:50][NH:49][CH2:48][CH2:47]1. (2) Given the product [CH:25]1([NH:28][C:8]([C:5]2[N:6]=[CH:7][C:2]([NH:1][C:12]3[N:13]=[C:14]([S:23][CH3:24])[N:15]=[N:16][C:17]=3[C:18]([O:20][CH2:21][CH3:22])=[O:19])=[CH:3][CH:4]=2)=[O:10])[CH2:27][CH2:26]1, predict the reactants needed to synthesize it. The reactants are: [NH2:1][C:2]1[CH:3]=[CH:4][C:5]([C:8]([O-:10])=O)=[N:6][CH:7]=1.Cl[C:12]1[N:13]=[C:14]([S:23][CH3:24])[N:15]=[N:16][C:17]=1[C:18]([O:20][CH2:21][CH3:22])=[O:19].[CH:25]1([NH2:28])[CH2:27][CH2:26]1.C(N(C(C)C)CC)(C)C.CN(C(ON1N=NC2C=CC=NC1=2)=[N+](C)C)C.F[P-](F)(F)(F)(F)F. (3) Given the product [Br:25][CH2:26][C:27]1[CH:28]=[C:29]([CH:30]=[CH:31][CH:32]=1)[CH2:33][N:10]1[C:11]2[CH:16]=[CH:15][CH:14]=[CH:13][C:12]=2[N:8]([C:3]2[CH:4]=[CH:5][CH:6]=[CH:7][C:2]=2[F:1])[S:9]1(=[O:18])=[O:17], predict the reactants needed to synthesize it. The reactants are: [F:1][C:2]1[CH:7]=[CH:6][CH:5]=[CH:4][C:3]=1[N:8]1[C:12]2[CH:13]=[CH:14][CH:15]=[CH:16][C:11]=2[NH:10][S:9]1(=[O:18])=[O:17].C(=O)([O-])[O-].[Cs+].[Cs+].[Br:25][CH2:26][C:27]1[CH:32]=[CH:31][CH:30]=[C:29]([CH2:33]Br)[CH:28]=1. (4) Given the product [CH:16]1[C:17]2[CH:18]([C:20]#[N:22])[C:19]3[C:10](=[CH:9][CH:8]=[CH:7][CH:6]=3)[O:11][C:12]=2[CH:13]=[CH:14][CH:15]=1, predict the reactants needed to synthesize it. The reactants are: O=P(Cl)(Cl)Cl.[CH:6]1[C:19]2[CH:18]([C:20]([NH2:22])=O)[C:17]3[C:12](=[CH:13][CH:14]=[CH:15][CH:16]=3)[O:11][C:10]=2[CH:9]=[CH:8][CH:7]=1.[NH4+].[OH-]. (5) Given the product [CH3:12][CH:11]([Si:6]([CH:3]([CH3:5])[CH3:4])([S:7][C:17]1[CH:18]=[C:19]([CH:31]=[CH:32][CH:33]=1)[O:20][CH2:21][CH2:22][C:23]1[N:28]=[C:27]([CH2:29][NH2:30])[CH:26]=[CH:25][CH:24]=1)[CH:8]([CH3:10])[CH3:9])[CH3:13], predict the reactants needed to synthesize it. The reactants are: [H-].[Na+].[CH:3]([Si:6]([CH:11]([CH3:13])[CH3:12])([CH:8]([CH3:10])[CH3:9])[SH:7])([CH3:5])[CH3:4].[H][H].I[C:17]1[CH:18]=[C:19]([CH:31]=[CH:32][CH:33]=1)[O:20][CH2:21][CH2:22][C:23]1[N:28]=[C:27]([CH2:29][NH2:30])[CH:26]=[CH:25][CH:24]=1. (6) Given the product [OH:16][C:10]1[C:9](=[O:17])[C:8]([CH:3]([N:18]2[CH:22]=[CH:21][N:20]=[CH:19]2)[C:4]([F:7])([F:6])[F:5])=[CH:13][N:12]([CH3:14])[C:11]=1[CH3:15].[OH:16][C:10]1[C:9](=[O:17])[C:8]([CH:3]([NH:18][CH3:19])[C:4]([F:7])([F:6])[F:5])=[CH:13][N:12]([CH3:14])[C:11]=1[CH3:15], predict the reactants needed to synthesize it. The reactants are: Cl.Cl[CH:3]([C:8]1[C:9](=[O:17])[C:10]([OH:16])=[C:11]([CH3:15])[N:12]([CH3:14])[CH:13]=1)[C:4]([F:7])([F:6])[F:5].[NH:18]1[CH:22]=[CH:21][N:20]=[CH:19]1.Cl.CN. (7) Given the product [Cl:42][C:21]1[C:22]([C:24]2[C:32]3[C:27](=[CH:28][CH:29]=[CH:30][CH:31]=3)[N:26]([S:33]([C:36]3[CH:41]=[CH:40][CH:39]=[CH:38][CH:37]=3)(=[O:35])=[O:34])[CH:25]=2)=[N:23][C:18]([NH:17][CH:13]2[CH2:14][CH2:15][CH2:16][C:11]([CH3:43])([NH2:10])[CH2:12]2)=[N:19][CH:20]=1, predict the reactants needed to synthesize it. The reactants are: C(OC(=O)[NH:10][C:11]1([CH3:43])[CH2:16][CH2:15][CH2:14][CH:13]([NH:17][C:18]2[N:23]=[C:22]([C:24]3[C:32]4[C:27](=[CH:28][CH:29]=[CH:30][CH:31]=4)[N:26]([S:33]([C:36]4[CH:41]=[CH:40][CH:39]=[CH:38][CH:37]=4)(=[O:35])=[O:34])[CH:25]=3)[C:21]([Cl:42])=[CH:20][N:19]=2)[CH2:12]1)C1C=CC=CC=1.B(Br)(Br)Br.CO. (8) Given the product [NH2:20][C:21]1[C:26]([C:27]#[N:28])=[CH:25][CH:24]=[C:23]([NH:29][CH:30]2[CH2:35][CH2:34][CH2:33][N:32]([C:2]3[C:7]4=[N:8][N:9]=[CH:10][N:6]4[N:5]=[C:4]([C:11]4[CH:16]=[CH:15][C:14]([Cl:17])=[CH:13][C:12]=4[Cl:18])[N:3]=3)[CH2:31]2)[N:22]=1, predict the reactants needed to synthesize it. The reactants are: Cl[C:2]1[C:7]2=[N:8][N:9]=[CH:10][N:6]2[N:5]=[C:4]([C:11]2[CH:16]=[CH:15][C:14]([Cl:17])=[CH:13][C:12]=2[Cl:18])[N:3]=1.Cl.[NH2:20][C:21]1[C:26]([C:27]#[N:28])=[CH:25][CH:24]=[C:23]([NH:29][CH:30]2[CH2:35][CH2:34][CH2:33][NH:32][CH2:31]2)[N:22]=1.C(N(CC)C(C)C)(C)C. (9) Given the product [NH2:1][C:2]1[N:3]=[CH:4][C:5]([C:8]2[C:9]([F:19])=[C:10]([C:11]([CH:14]3[CH2:15][CH2:16][CH2:17]3)=[CH:12][CH:13]=2)[O:18][CH2:21][CH2:22][C:23]2[CH:31]=[CH:30][C:26]([C:27]([OH:29])=[O:28])=[CH:25][CH:24]=2)=[N:6][CH:7]=1, predict the reactants needed to synthesize it. The reactants are: [NH2:1][C:2]1[N:3]=[CH:4][C:5]([C:8]2[C:9]([F:19])=[C:10]([OH:18])[C:11]([CH:14]3[CH2:17][CH2:16][CH2:15]3)=[CH:12][CH:13]=2)=[N:6][CH:7]=1.Br[CH2:21][CH2:22][C:23]1[CH:31]=[CH:30][C:26]([C:27]([OH:29])=[O:28])=[CH:25][CH:24]=1.CC([O-])(C)C.[K+].